The task is: Predict the product of the given reaction.. This data is from Forward reaction prediction with 1.9M reactions from USPTO patents (1976-2016). (1) Given the reactants [CH2:1]([C:8]1[C:16]2[C:11](=[CH:12][CH:13]=[CH:14][CH:15]=2)[NH:10][C:9]=1[C:17]([NH:19][NH2:20])=[O:18])[C:2]1[CH:7]=[CH:6][CH:5]=[CH:4][CH:3]=1.[Br:21][C:22]1[CH:29]=[CH:28][C:25]([CH:26]=O)=[CH:24][CH:23]=1, predict the reaction product. The product is: [CH2:1]([C:8]1[C:16]2[C:11](=[CH:12][CH:13]=[CH:14][CH:15]=2)[NH:10][C:9]=1[C:17]([NH:19][N:20]=[CH:26][C:25]1[CH:28]=[CH:29][C:22]([Br:21])=[CH:23][CH:24]=1)=[O:18])[C:2]1[CH:3]=[CH:4][CH:5]=[CH:6][CH:7]=1. (2) Given the reactants C(O[C:6]([N:8]1[CH2:13][CH2:12][N:11](C2C(=O)N(CC(C)C)N=C(C3C=CC(C)=C(F)C=3)C=2C)[CH2:10][CH2:9]1)=O)(C)(C)C.[F:34][C:35]1[CH:36]=[C:37]([C:42]2[CH:43]=[C:44]([CH2:53]OS(C)(=O)=O)[C:45](=[O:52])[N:46]([CH2:48][CH:49]([CH3:51])[CH3:50])[N:47]=2)[CH:38]=[CH:39][C:40]=1[CH3:41].CN1CCNCC1, predict the reaction product. The product is: [F:34][C:35]1[CH:36]=[C:37]([C:42]2[CH:43]=[C:44]([CH2:53][N:11]3[CH2:12][CH2:13][N:8]([CH3:6])[CH2:9][CH2:10]3)[C:45](=[O:52])[N:46]([CH2:48][CH:49]([CH3:51])[CH3:50])[N:47]=2)[CH:38]=[CH:39][C:40]=1[CH3:41]. (3) Given the reactants [CH2:1]([O:8][C:9]1[CH:14]=[C:13]([O:15][CH2:16][C:17]2[CH:22]=[CH:21][CH:20]=[CH:19][CH:18]=2)[C:12]([CH:23]([CH3:25])[CH3:24])=[CH:11][C:10]=1[C:26]1[O:30][N:29]=[C:28]([C:31]([NH:33][CH2:34][CH3:35])=[O:32])[C:27]=1[C:36](=[N:38][OH:39])[NH2:37])[C:2]1[CH:7]=[CH:6][CH:5]=[CH:4][CH:3]=1.[C:40]([O:43][C@@H:44]([CH3:48])[C:45](Cl)=O)(=[O:42])[CH3:41], predict the reaction product. The product is: [C:40]([O:43][C@H:44]([C:48]1[O:39][N:38]=[C:36]([C:27]2[C:28]([C:31](=[O:32])[NH:33][CH2:34][CH3:35])=[N:29][O:30][C:26]=2[C:10]2[CH:11]=[C:12]([CH:23]([CH3:25])[CH3:24])[C:13]([O:15][CH2:16][C:17]3[CH:22]=[CH:21][CH:20]=[CH:19][CH:18]=3)=[CH:14][C:9]=2[O:8][CH2:1][C:2]2[CH:7]=[CH:6][CH:5]=[CH:4][CH:3]=2)[N:37]=1)[CH3:45])(=[O:42])[CH3:41]. (4) Given the reactants [CH3:1][N:2]1[C:6]2=[N:7][CH:8]=[CH:9][CH:10]=[C:5]2[C:4]2[CH2:11][CH2:12][NH:13][CH2:14][C:3]1=2.[Na+].[I-].C([O-])([O-])=O.[K+].[K+].Cl[CH2:24][C:25]([N:27]1[CH2:32][CH2:31][N:30]([CH:33]2[CH2:36][CH2:35][CH2:34]2)[CH2:29][CH2:28]1)=[O:26], predict the reaction product. The product is: [CH:33]1([N:30]2[CH2:31][CH2:32][N:27]([C:25](=[O:26])[CH2:24][N:13]3[CH2:12][CH2:11][C:4]4[C:5]5[C:6]([N:2]([CH3:1])[C:3]=4[CH2:14]3)=[N:7][CH:8]=[CH:9][CH:10]=5)[CH2:28][CH2:29]2)[CH2:36][CH2:35][CH2:34]1. (5) Given the reactants [Cl:1][C:2]1[CH:7]=[C:6]([Cl:8])[CH:5]=[CH:4][C:3]=1[C:9]1[N:14]=[C:13]([N:15]([CH3:23])[C:16]([CH2:18][C:19]([O:21][CH3:22])=[O:20])=[O:17])[C:12]([C:24]#[N:25])=[CH:11][C:10]=1[C:26]1[CH:31]=[CH:30][C:29]([Cl:32])=[CH:28][CH:27]=1.N, predict the reaction product. The product is: [NH2:25][C:24]1[C:12]2[C:13](=[N:14][C:9]([C:3]3[CH:4]=[CH:5][C:6]([Cl:8])=[CH:7][C:2]=3[Cl:1])=[C:10]([C:26]3[CH:31]=[CH:30][C:29]([Cl:32])=[CH:28][CH:27]=3)[CH:11]=2)[N:15]([CH3:23])[C:16](=[O:17])[C:18]=1[C:19]([O:21][CH3:22])=[O:20]. (6) Given the reactants [CH2:1]([O:3][C:4](=[O:20])[NH:5][C:6]1[CH:7]=[C:8]([F:19])[C:9]2[C:15](=[O:16])[CH2:14][CH2:13][CH2:12][CH2:11][C:10]=2[C:17]=1[F:18])[CH3:2].[Li].CC(C)([O-])C.C(O[C@@H]([CH2:34][NH:35][C:36](=[O:38])[CH3:37])CCl)(=O)C, predict the reaction product. The product is: [F:18][C:17]1[C:10]2[CH2:11][CH2:12][CH2:13][CH2:14][C:15](=[O:16])[C:9]=2[C:8]([F:19])=[CH:7][C:6]=1[N:5]1[CH2:2][C@H:1]([CH2:34][NH:35][C:36](=[O:38])[CH3:37])[O:3][C:4]1=[O:20]. (7) The product is: [C:35]([C:34]1[CH:38]=[CH:39][C:31]([C:29]#[C:30][C:21]2[CH:20]=[CH:19][C:18]([O:24][CH:25]([CH3:27])[CH3:26])=[C:17]([CH:22]=2)[C:16]([NH:15][CH:4]([CH2:5][C:6]2[C:14]3[C:9](=[CH:10][CH:11]=[CH:12][CH:13]=3)[NH:8][CH:7]=2)[CH2:3][C:1]#[N:2])=[O:28])=[CH:32][CH:33]=1)(=[O:36])[NH2:37]. Given the reactants [C:1]([CH2:3][CH:4]([NH:15][C:16](=[O:28])[C:17]1[CH:22]=[C:21](I)[CH:20]=[CH:19][C:18]=1[O:24][CH:25]([CH3:27])[CH3:26])[CH2:5][C:6]1[C:14]2[C:9](=[CH:10][CH:11]=[CH:12][CH:13]=2)[NH:8][CH:7]=1)#[N:2].[C:29]([C:31]1[CH:39]=[CH:38][C:34]([C:35]([NH2:37])=[O:36])=[CH:33][CH:32]=1)#[CH:30].CCCC[N+](CCCC)(CCCC)CCCC.[F-], predict the reaction product. (8) The product is: [CH3:22][CH:21]([O:14][C@H:12]([CH3:13])[CH2:11][O:10][CH2:3][C:4]1[CH:9]=[CH:8][CH:7]=[CH:6][CH:5]=1)[C:20]#[CH:23]. Given the reactants [H-].[Na+].[CH2:3]([O:10][CH2:11][C@H:12]([OH:14])[CH3:13])[C:4]1[CH:9]=[CH:8][CH:7]=[CH:6][CH:5]=1.CS(O[CH:20]([CH3:23])[C:21]#[CH:22])(=O)=O, predict the reaction product.